From a dataset of Forward reaction prediction with 1.9M reactions from USPTO patents (1976-2016). Predict the product of the given reaction. (1) Given the reactants [C:1]([O:20][C:21](=[O:39])[CH2:22][CH2:23][CH2:24][CH2:25][CH2:26][CH2:27][CH2:28][CH2:29][CH2:30][CH2:31][CH2:32][CH2:33][CH2:34][CH2:35][CH2:36][CH2:37][CH3:38])(=O)[CH2:2]CCCCCCCCCCCCCCCC.C(O)C[OH:42].C(N(CC)CC)C, predict the reaction product. The product is: [C:21]([O:20][CH2:1][CH2:2][OH:42])(=[O:39])[CH2:22][CH2:23][CH2:24][CH2:25][CH2:26][CH2:27][CH2:28][CH2:29][CH2:30][CH2:31][CH2:32][CH2:33][CH2:34][CH2:35][CH2:36][CH2:37][CH3:38]. (2) Given the reactants [OH:1][C:2]1[CH:7]=[CH:6][CH:5]=[CH:4][C:3]=1[C:8](=[O:17])[CH2:9][C:10]([O:12][C:13]([CH3:16])([CH3:15])[CH3:14])=[O:11].[Br:18][C:19]1[CH:26]=[CH:25][C:22]([CH:23]=O)=[CH:21][CH:20]=1.N1CCCCC1.C(O)(=O)C, predict the reaction product. The product is: [Br:18][C:19]1[CH:26]=[CH:25][C:22](/[CH:23]=[C:9](\[C:8]([C:3]2[CH:4]=[CH:5][CH:6]=[CH:7][C:2]=2[OH:1])=[O:17])/[C:10]([O:12][C:13]([CH3:14])([CH3:16])[CH3:15])=[O:11])=[CH:21][CH:20]=1. (3) Given the reactants [CH2:1]([C:3]1[C:4](=[O:30])[N:5]([CH2:21][CH2:22][C:23]2[CH:28]=[CH:27][CH:26]=[CH:25][C:24]=2F)[C:6]([C:10]2[CH:15]=[CH:14][CH:13]=[C:12](F)[C:11]=2[O:17][CH2:18]OC)=[N:7][C:8]=1[CH3:9])[CH3:2].[Li+].[CH3:32]C([N-]C(C)C)C.C(Br)C1C=CC=CC=1, predict the reaction product. The product is: [CH2:1]([C:3]1[C:4](=[O:30])[N:5]([CH2:21][CH2:22][C:23]2[CH:28]=[CH:27][CH:26]=[CH:25][CH:24]=2)[C:6]([C:10]2[CH:15]=[CH:14][CH:13]=[CH:12][C:11]=2[O:17][CH3:18])=[N:7][C:8]=1[CH2:9][CH3:32])[CH3:2]. (4) Given the reactants [Br:1][C:2]1[C:3](OC)=[C:4]([C:16]#[N:17])[C:5](=[O:15])[N:6]([CH:8]([CH3:14])[C:9]([O:11][CH2:12][CH3:13])=O)[CH:7]=1.[OH2:20].[NH2:21][NH2:22].C(O)C, predict the reaction product. The product is: [NH2:17][C:16]1[C:4]2[C:5](=[O:15])[N:6]([CH:8]([CH3:14])[C:9]([O:11][CH2:12][CH3:13])=[O:20])[CH:7]=[C:2]([Br:1])[C:3]=2[NH:22][N:21]=1.